From a dataset of Full USPTO retrosynthesis dataset with 1.9M reactions from patents (1976-2016). Predict the reactants needed to synthesize the given product. (1) Given the product [ClH:40].[ClH:41].[C:6]([CH2:8][N:9]1[CH:13]=[CH:12][N:11]=[C:10]1[S:14][C:15]1[CH:39]=[CH:38][C:18]([NH:19][C:20]2[C:29]3[C:24](=[CH:25][CH:26]=[CH:27][C:28]=3[O:30][CH:31]3[CH2:32][CH2:33][N:34]([CH3:37])[CH2:35][CH2:36]3)[N:23]=[CH:22][N:21]=2)=[CH:17][C:16]=1[Cl:40])([OH:7])=[O:5], predict the reactants needed to synthesize it. The reactants are: C([O:5][C:6]([CH2:8][N:9]1[CH:13]=[CH:12][N:11]=[C:10]1[S:14][C:15]1[CH:39]=[CH:38][C:18]([NH:19][C:20]2[C:29]3[C:24](=[CH:25][CH:26]=[CH:27][C:28]=3[O:30][CH:31]3[CH2:36][CH2:35][N:34]([CH3:37])[CH2:33][CH2:32]3)[N:23]=[CH:22][N:21]=2)=[CH:17][C:16]=1[Cl:40])=[O:7])(C)(C)C.[ClH:41]. (2) Given the product [CH2:20]([C:22]1[C:30]2[C:25](=[CH:26][CH:27]=[CH:28][C:29]=2[NH:31][C:10]([C:3]2[N:4]3[CH:9]=[CH:8][CH:7]=[CH:6][C:5]3=[N:1][CH:2]=2)=[O:12])[N:24]([CH2:32][C:33]2[C:34]([O:40][CH3:41])=[N:35][C:36]([CH3:39])=[CH:37][CH:38]=2)[N:23]=1)[CH3:21], predict the reactants needed to synthesize it. The reactants are: [N:1]1[CH:2]=[C:3]([C:10]([OH:12])=O)[N:4]2[CH:9]=[CH:8][CH:7]=[CH:6][C:5]=12.C(Cl)Cl.S(Cl)(Cl)=O.[CH2:20]([C:22]1[C:30]2[C:29]([NH2:31])=[CH:28][CH:27]=[CH:26][C:25]=2[N:24]([CH2:32][C:33]2[C:34]([O:40][CH3:41])=[N:35][C:36]([CH3:39])=[CH:37][CH:38]=2)[N:23]=1)[CH3:21]. (3) Given the product [OH:7][CH2:6][C@@H:4]1[CH2:5][C@H:3]1[C:1]#[C:2][C:12]#[C:13][C:14]1[CH:22]=[CH:21][C:17]([C:18]([OH:20])=[O:19])=[CH:16][CH:15]=1, predict the reactants needed to synthesize it. The reactants are: [C:1]([C@@H:3]1[CH2:5][C@H:4]1[CH2:6][OH:7])#[CH:2].Cl.NO.Br[C:12]#[C:13][C:14]1[CH:22]=[CH:21][C:17]([C:18]([OH:20])=[O:19])=[CH:16][CH:15]=1. (4) Given the product [C:12]([O:11][C:9]([N:16]1[CH2:21][CH2:20][CH:19]([NH:6][C:5]2[CH:7]=[CH:8][C:2]([Br:1])=[CH:3][CH:4]=2)[CH2:18][CH2:17]1)=[O:10])([CH3:15])([CH3:13])[CH3:14], predict the reactants needed to synthesize it. The reactants are: [Br:1][C:2]1[CH:8]=[CH:7][C:5]([NH2:6])=[CH:4][CH:3]=1.[C:9]([N:16]1[CH2:21][CH2:20][C:19](=O)[CH2:18][CH2:17]1)([O:11][C:12]([CH3:15])([CH3:14])[CH3:13])=[O:10]. (5) Given the product [OH:33][C@H:32]([C:31]1[C:23]([CH3:22])=[C:24]2[C:28](=[CH:29][CH:30]=1)[C:27](=[O:35])[O:26][CH2:25]2)[CH2:34][N:18]1[CH2:19][CH2:20][N:13]2[C@H:14]([CH2:15][O:16][C@H:11]([C:10]3[C:2]([CH3:1])=[C:3]4[C:7](=[CH:8][CH:9]=3)[C:6](=[O:21])[O:5][CH2:4]4)[CH2:12]2)[CH2:17]1, predict the reactants needed to synthesize it. The reactants are: [CH3:1][C:2]1[C:10]([C@H:11]2[O:16][CH2:15][C@@H:14]3[CH2:17][NH:18][CH2:19][CH2:20][N:13]3[CH2:12]2)=[CH:9][CH:8]=[C:7]2[C:3]=1[CH2:4][O:5][C:6]2=[O:21].[CH3:22][C:23]1[C:31]([C@@H:32]2[CH2:34][O:33]2)=[CH:30][CH:29]=[C:28]2[C:24]=1[CH2:25][O:26][C:27]2=[O:35]. (6) Given the product [CH3:11][C:8]1[S:9][CH:10]=[C:6]([CH2:5][C:4]([OH:12])=[O:3])[N:7]=1, predict the reactants needed to synthesize it. The reactants are: C([O:3][C:4](=[O:12])[CH2:5][C:6]1[N:7]=[C:8]([CH3:11])[S:9][CH:10]=1)C.[OH-].[K+]. (7) Given the product [CH3:1][C:2]1[O:3][C:4]2[CH:10]=[C:9]([CH:11]=[C:12]3[S:16][C:15]([S:17][CH3:19])=[N:14][C:13]3=[O:18])[CH:8]=[CH:7][C:5]=2[N:6]=1, predict the reactants needed to synthesize it. The reactants are: [CH3:1][C:2]1[O:3][C:4]2[CH:10]=[C:9]([CH:11]=[C:12]3[S:16][C:15](=[S:17])[NH:14][C:13]3=[O:18])[CH:8]=[CH:7][C:5]=2[N:6]=1.[CH:19](N(C(C)C)CC)(C)C.IC.